From a dataset of Forward reaction prediction with 1.9M reactions from USPTO patents (1976-2016). Predict the product of the given reaction. (1) Given the reactants [Cl:1][C:2]1[N:7]=[C:6]([NH:8][C:9]2[CH:14]=[CH:13][C:12]([O:15][CH3:16])=[CH:11][C:10]=2[NH:17][S:18]([CH3:21])(=[O:20])=[O:19])[C:5]([Cl:22])=[CH:4][N:3]=1.[CH3:23][C:24]1[CH:30]=[C:29]([CH3:31])[CH:28]=[CH:27][C:25]=1[NH2:26], predict the reaction product. The product is: [ClH:1].[Cl:22][C:5]1[C:6]([NH:8][C:9]2[CH:14]=[CH:13][C:12]([O:15][CH3:16])=[CH:11][C:10]=2[NH:17][S:18]([CH3:21])(=[O:20])=[O:19])=[N:7][C:2]([NH:26][C:25]2[CH:27]=[CH:28][C:29]([CH3:31])=[CH:30][C:24]=2[CH3:23])=[N:3][CH:4]=1. (2) Given the reactants [NH2:1][C:2]1[CH:7]=[C:6]([O:8][CH3:9])[CH:5]=[CH:4][C:3]=1[C:10](=[O:12])[CH3:11].[CH3:13]C([O-])(C)C.[Na+].C(OCC)=O.Cl, predict the reaction product. The product is: [CH3:9][O:8][C:6]1[CH:7]=[C:2]2[C:3]([C:10]([OH:12])=[CH:11][CH:13]=[N:1]2)=[CH:4][CH:5]=1. (3) Given the reactants [OH:1][CH2:2][CH2:3][CH2:4][CH2:5][CH2:6][CH2:7][NH:8][C:9]1[CH:10]=[CH:11][C:12]2[N:13]([CH:15]=[N:16][N:17]=2)[N:14]=1.C(N(C(C)C)C(C)C)C.[CH3:27][S:28](Cl)(=[O:30])=[O:29], predict the reaction product. The product is: [CH3:27][S:28]([O:1][CH2:2][CH2:3][CH2:4][CH2:5][CH2:6][CH2:7][NH:8][C:9]1[CH:10]=[CH:11][C:12]2[N:13]([CH:15]=[N:16][N:17]=2)[N:14]=1)(=[O:30])=[O:29]. (4) The product is: [Cl:17][C:18]1[N:23]=[C:22]([N:5]2[CH2:6][CH2:7][CH2:8][C@H:9]3[N:1]([C:10]([O:12][C:13]([CH3:16])([CH3:15])[CH3:14])=[O:11])[CH2:2][CH2:3][C@@H:4]23)[CH:21]=[N:20][C:19]=1[C:25]#[N:26]. Given the reactants [N:1]1([C:10]([O:12][C:13]([CH3:16])([CH3:15])[CH3:14])=[O:11])[C@H:9]2[C@H:4]([NH:5][CH2:6][CH2:7][CH2:8]2)[CH2:3][CH2:2]1.[Cl:17][C:18]1[C:19]([C:25]#[N:26])=[N:20][CH:21]=[C:22](Cl)[N:23]=1.CCN(C(C)C)C(C)C, predict the reaction product. (5) Given the reactants [F:1][C:2]([F:50])([F:49])[C:3]1[CH:4]=[C:5]([CH:42]=[C:43]([C:45]([F:48])([F:47])[F:46])[CH:44]=1)[CH2:6][N:7]([CH2:23][C:24]1[CH:29]=[C:28]([C:30]([F:33])([F:32])[F:31])[CH:27]=[CH:26][C:25]=1[N:34]([CH2:40][CH3:41])[C:35]([NH:37][CH2:38][CH3:39])=[O:36])[C:8]1[N:13]=[CH:12][C:11]([O:14][CH2:15][CH2:16][CH2:17][C:18]([O:20]CC)=[O:19])=[CH:10][N:9]=1.[OH-].[Na+].C(OCC)(=O)C, predict the reaction product. The product is: [F:50][C:2]([F:1])([F:49])[C:3]1[CH:4]=[C:5]([CH:42]=[C:43]([C:45]([F:46])([F:47])[F:48])[CH:44]=1)[CH2:6][N:7]([CH2:23][C:24]1[CH:29]=[C:28]([C:30]([F:33])([F:32])[F:31])[CH:27]=[CH:26][C:25]=1[N:34]([CH2:40][CH3:41])[C:35]([NH:37][CH2:38][CH3:39])=[O:36])[C:8]1[N:9]=[CH:10][C:11]([O:14][CH2:15][CH2:16][CH2:17][C:18]([OH:20])=[O:19])=[CH:12][N:13]=1. (6) Given the reactants C(Cl)(=O)C1C(=CC=CC=1)C(Cl)=O.[F:13][C:14]([F:21])([CH2:18][CH2:19][CH3:20])[C:15](Cl)=[O:16].[NH2:22][NH2:23], predict the reaction product. The product is: [F:13][C:14]([F:21])([CH2:18][CH2:19][CH3:20])[C:15]([NH:22][NH2:23])=[O:16]. (7) Given the reactants [C:1]([C:4]([CH3:33])([CH3:32])[CH:5]([NH:9][C:10]([C:12]1[C:20]2[C:15](=[N:16][CH:17]=[C:18]([CH:21]3[CH2:23][CH2:22]3)[N:19]=2)[N:14](COCC[Si](C)(C)C)[CH:13]=1)=[O:11])[CH:6]1[CH2:8][CH2:7]1)(=[O:3])[NH2:2].C(O)(C(F)(F)F)=O, predict the reaction product. The product is: [C:1]([C:4]([CH3:33])([CH3:32])[CH:5]([NH:9][C:10]([C:12]1[C:20]2[C:15](=[N:16][CH:17]=[C:18]([CH:21]3[CH2:22][CH2:23]3)[N:19]=2)[NH:14][CH:13]=1)=[O:11])[CH:6]1[CH2:7][CH2:8]1)(=[O:3])[NH2:2].